The task is: Regression. Given two drug SMILES strings and cell line genomic features, predict the synergy score measuring deviation from expected non-interaction effect.. This data is from NCI-60 drug combinations with 297,098 pairs across 59 cell lines. (1) Drug 1: CN1C(=O)N2C=NC(=C2N=N1)C(=O)N. Drug 2: CCCCCOC(=O)NC1=NC(=O)N(C=C1F)C2C(C(C(O2)C)O)O. Cell line: NCI/ADR-RES. Synergy scores: CSS=-7.87, Synergy_ZIP=2.60, Synergy_Bliss=-0.786, Synergy_Loewe=-5.67, Synergy_HSA=-5.87. (2) Drug 1: CC12CCC3C(C1CCC2=O)CC(=C)C4=CC(=O)C=CC34C. Drug 2: CC(C1=C(C=CC(=C1Cl)F)Cl)OC2=C(N=CC(=C2)C3=CN(N=C3)C4CCNCC4)N. Cell line: NCI-H460. Synergy scores: CSS=18.2, Synergy_ZIP=-12.2, Synergy_Bliss=-14.8, Synergy_Loewe=-17.9, Synergy_HSA=-14.3. (3) Drug 1: C1=C(C(=O)NC(=O)N1)N(CCCl)CCCl. Drug 2: C1=CC(=CC=C1C#N)C(C2=CC=C(C=C2)C#N)N3C=NC=N3. Cell line: SF-268. Synergy scores: CSS=33.7, Synergy_ZIP=4.77, Synergy_Bliss=3.71, Synergy_Loewe=-0.673, Synergy_HSA=2.06. (4) Drug 1: CC12CCC3C(C1CCC2=O)CC(=C)C4=CC(=O)C=CC34C. Drug 2: CCN(CC)CCNC(=O)C1=C(NC(=C1C)C=C2C3=C(C=CC(=C3)F)NC2=O)C. Cell line: MDA-MB-231. Synergy scores: CSS=44.7, Synergy_ZIP=1.67, Synergy_Bliss=-1.39, Synergy_Loewe=-3.07, Synergy_HSA=-3.30.